Dataset: Catalyst prediction with 721,799 reactions and 888 catalyst types from USPTO. Task: Predict which catalyst facilitates the given reaction. (1) Reactant: Br[C:2]1[CH:8]=[CH:7][C:5]([NH2:6])=[CH:4][C:3]=1[N+:9]([O-:11])=[O:10].CC1(C)C(C)(C)OB([C:20]2[CH2:25][CH2:24][N:23]([C:26]([O:28][C:29]([CH3:32])([CH3:31])[CH3:30])=[O:27])[CH2:22][CH:21]=2)O1.C(=O)([O-])[O-].[Na+].[Na+]. Product: [NH2:6][C:5]1[CH:7]=[CH:8][C:2]([C:20]2[CH2:25][CH2:24][N:23]([C:26]([O:28][C:29]([CH3:32])([CH3:31])[CH3:30])=[O:27])[CH2:22][CH:21]=2)=[C:3]([N+:9]([O-:11])=[O:10])[CH:4]=1. The catalyst class is: 70. (2) Reactant: Cl.[N+:2]([C:5]1[CH:6]=[N:7][N:8]([CH2:10][CH2:11][NH2:12])[CH:9]=1)([O-:4])=[O:3].C(N(CC)CC)C.[CH3:20][S:21](Cl)(=[O:23])=[O:22].O. Product: [N+:2]([C:5]1[CH:6]=[N:7][N:8]([CH2:10][CH2:11][NH:12][S:21]([CH3:20])(=[O:23])=[O:22])[CH:9]=1)([O-:4])=[O:3]. The catalyst class is: 7.